This data is from Full USPTO retrosynthesis dataset with 1.9M reactions from patents (1976-2016). The task is: Predict the reactants needed to synthesize the given product. (1) Given the product [CH:1]1([CH2:4][O:5][C:6]2[CH:7]=[C:8]([C:14]3[O:15][CH:16]=[C:17]([CH2:19][N:20]([CH3:35])[C:21](=[O:32])[C:22]4[CH:27]=[CH:26][CH:25]=[CH:24][C:23]=4[C:28]([F:31])([F:29])[F:30])[N:18]=3)[CH:9]=[CH:10][C:11]=2[O:12][CH3:13])[CH2:3][CH2:2]1, predict the reactants needed to synthesize it. The reactants are: [CH:1]1([CH2:4][O:5][C:6]2[CH:7]=[C:8]([C:14]3[O:15][CH:16]=[C:17]([CH2:19][NH:20][C:21](=[O:32])[C:22]4[CH:27]=[CH:26][CH:25]=[CH:24][C:23]=4[C:28]([F:31])([F:30])[F:29])[N:18]=3)[CH:9]=[CH:10][C:11]=2[O:12][CH3:13])[CH2:3][CH2:2]1.[H-].[Na+].[CH3:35]I.O. (2) Given the product [CH2:5]([N:21]1[C:22]2[C:18](=[CH:17][C:16]([CH3:15])=[CH:24][CH:23]=2)[C:19](=[O:26])[C:20]1=[O:25])[CH2:6][CH:7]([CH3:12])[CH3:8], predict the reactants needed to synthesize it. The reactants are: C(N1[C:12]2[C:7](=[CH:8]C=CC=2)[C:6](=O)[C:5]1=O)CC.[CH3:15][C:16]1[CH:17]=[C:18]2[C:22](=[CH:23][CH:24]=1)[NH:21][C:20](=[O:25])[C:19]2=[O:26].BrCCC(C)C. (3) Given the product [CH2:11]1[C:12]2[C:7](=[CH:6][CH:5]=[CH:4][C:3]=2[OH:2])[CH2:8][CH2:9][NH:10]1, predict the reactants needed to synthesize it. The reactants are: C[O:2][C:3]1[CH:4]=[CH:5][CH:6]=[C:7]2[C:12]=1[CH2:11][NH:10][CH2:9][CH2:8]2.Br. (4) Given the product [F:47][C:36]1[C:37]([O:43][CH2:44][CH2:45][F:46])=[CH:38][C:39]([O:41][CH3:42])=[CH:40][C:35]=1[CH:21]([NH:22][C:23]1[CH:28]=[CH:27][C:26]([C:29]2[N:33]=[C:32]([CH3:34])[O:31][N:30]=2)=[CH:25][CH:24]=1)[C:20]1[NH:19][C:18](=[O:17])[N:1]([C:3]2[N:8]=[CH:7][CH:6]=[CH:5][N:4]=2)[N:2]=1, predict the reactants needed to synthesize it. The reactants are: [NH:1]([C:3]1[N:8]=[CH:7][CH:6]=[CH:5][N:4]=1)[NH2:2].C(N(CC)CC)C.C[O:17][C:18](=O)[N:19]=[C:20](SC)[C:21]([C:35]1[CH:40]=[C:39]([O:41][CH3:42])[CH:38]=[C:37]([O:43][CH2:44][CH2:45][F:46])[C:36]=1[F:47])=[N:22][C:23]1[CH:28]=[CH:27][C:26]([C:29]2[N:33]=[C:32]([CH3:34])[O:31][N:30]=2)=[CH:25][CH:24]=1. (5) Given the product [Cl:1][C:2]1[CH:7]=[C:6]([C:11]2[CH:12]=[CH:13][CH:14]=[CH:15][C:10]=2[F:9])[N:5]=[CH:4][N:3]=1, predict the reactants needed to synthesize it. The reactants are: [Cl:1][C:2]1[CH:7]=[C:6](Cl)[N:5]=[CH:4][N:3]=1.[F:9][C:10]1[CH:15]=[CH:14][CH:13]=[CH:12][C:11]=1B(O)O.C([O-])([O-])=O.[Na+].[Na+].C(OCC)(=O)C.CCCCCC.